This data is from Reaction yield outcomes from USPTO patents with 853,638 reactions. The task is: Predict the reaction yield, written as a fraction of the theoretical maximum amount of product (1.0 means a 100% yield; for example, 0.34 means a 34% yield). (1) The reactants are [Cl:1][C:2]1[CH:8]=[CH:7][C:5]([NH2:6])=[CH:4][CH:3]=1.[F:9][C:10]1[CH:15]=[CH:14][C:13]([S:16](Cl)(=[O:18])=[O:17])=[CH:12][CH:11]=1. The catalyst is N1C=CC=CC=1. The product is [F:9][C:10]1[CH:15]=[CH:14][C:13]([S:16]([NH:6][C:5]2[CH:7]=[CH:8][C:2]([Cl:1])=[CH:3][CH:4]=2)(=[O:18])=[O:17])=[CH:12][CH:11]=1. The yield is 0.580. (2) The reactants are [C:1](#[N:4])[CH:2]=[CH2:3].[CH2:5]([NH2:8])[CH2:6][NH2:7]. The catalyst is O. The product is [CH2:5]([N:8]([CH2:3][CH2:2][C:1]#[N:4])[CH2:3][CH2:2][C:1]#[N:4])[CH2:6][N:7]([CH2:3][CH2:2][C:1]#[N:4])[CH2:3][CH2:2][C:1]#[N:4]. The yield is 0.764. (3) The reactants are [C:1]([N:5]1[CH2:8][CH:7]([C:9]2[CH:14]=[CH:13][C:12]([NH:15][S:16]([C:19]3[CH:24]=[CH:23][C:22]([O:25][C:26]([F:29])([F:28])[F:27])=[CH:21][CH:20]=3)(=[O:18])=[O:17])=[CH:11][CH:10]=2)[CH2:6]1)(=O)[CH2:2][CH3:3].C(OCC)(=O)C. The catalyst is C1COCC1. The product is [CH2:1]([N:5]1[CH2:8][CH:7]([C:9]2[CH:14]=[CH:13][C:12]([NH:15][S:16]([C:19]3[CH:24]=[CH:23][C:22]([O:25][C:26]([F:29])([F:28])[F:27])=[CH:21][CH:20]=3)(=[O:18])=[O:17])=[CH:11][CH:10]=2)[CH2:6]1)[CH2:2][CH3:3]. The yield is 0.520. (4) The reactants are [O:1]1[CH:5]=[CH:4][CH:3]=[C:2]1[C:6]1[NH:11][C:10](=O)[C:9]([C:13]#[N:14])=[CH:8][C:7]=1[C:15]1[CH:20]=[CH:19][N:18]=[C:17]([S:21][CH3:22])[N:16]=1.P(Cl)(Cl)([Cl:25])=O. No catalyst specified. The product is [Cl:25][C:10]1[N:11]=[C:6]([C:2]2[O:1][CH:5]=[CH:4][CH:3]=2)[C:7]([C:15]2[CH:20]=[CH:19][N:18]=[C:17]([S:21][CH3:22])[N:16]=2)=[CH:8][C:9]=1[C:13]#[N:14]. The yield is 0.880. (5) The reactants are [NH2:1][C:2]1[N:6]([C:7]2[CH:12]=[CH:11][CH:10]=[C:9]([C:13]([F:16])([F:15])[F:14])[CH:8]=2)[N:5]=[CH:4][C:3]=1C(OCC)=O.Cl. The catalyst is O1CCOCC1. The product is [F:16][C:13]([F:14])([F:15])[C:9]1[CH:8]=[C:7]([N:6]2[C:2]([NH2:1])=[CH:3][CH:4]=[N:5]2)[CH:12]=[CH:11][CH:10]=1. The yield is 0.630. (6) The reactants are [NH2:1][C:2]1[N:3]=[C:4]([NH:10]C(C2C=CC=CC=2)(C2C=CC=CC=2)C2C=CC=CC=2)[S:5][C:6]=1[C:7](=[S:9])[NH2:8].Br[CH2:31][C:32]([C:34]1[CH:35]=[C:36]([NH:40][C:41]([C:43]2[S:44][C:45]([Cl:48])=[CH:46][CH:47]=2)=[O:42])[CH:37]=[CH:38][CH:39]=1)=O.C(O)(C(F)(F)F)=O. The catalyst is CN(C=O)C.CO. The product is [NH2:10][C:4]1[S:5][C:6]([C:7]2[S:9][CH:31]=[C:32]([C:34]3[CH:35]=[C:36]([NH:40][C:41]([C:43]4[S:44][C:45]([Cl:48])=[CH:46][CH:47]=4)=[O:42])[CH:37]=[CH:38][CH:39]=3)[N:8]=2)=[C:2]([NH2:1])[N:3]=1. The yield is 0.360. (7) The reactants are [OH:1][C:2]1[C:3]([C:17](=[N:19][NH:20][C:21]([C:23]2[CH:32]=[CH:31][C:26]([C:27]([O:29]C)=[O:28])=[CH:25][CH:24]=2)=[O:22])[CH3:18])=[N:4][N:5]([CH3:16])[C:6]=1[C:7]1[CH:12]=[CH:11][C:10]([CH:13]([CH3:15])[CH3:14])=[CH:9][CH:8]=1.CO.[OH-].[Na+].Cl. The catalyst is O. The product is [OH:1][C:2]1[C:3]([C:17](=[N:19][NH:20][C:21]([C:23]2[CH:24]=[CH:25][C:26]([C:27]([OH:29])=[O:28])=[CH:31][CH:32]=2)=[O:22])[CH3:18])=[N:4][N:5]([CH3:16])[C:6]=1[C:7]1[CH:8]=[CH:9][C:10]([CH:13]([CH3:15])[CH3:14])=[CH:11][CH:12]=1. The yield is 0.440.